This data is from Catalyst prediction with 721,799 reactions and 888 catalyst types from USPTO. The task is: Predict which catalyst facilitates the given reaction. Reactant: [NH2:1][C@H:2]1[C:7]([F:9])([F:8])[CH2:6][CH2:5][CH2:4][C@H:3]1[NH:10][C:11]1[CH:12]=[C:13](Br)[C:14]([C:17]#[N:18])=[N:15][CH:16]=1.[NH2:20][C:21]1[O:25][N:24]=[C:23]([C:26]2[CH:31]=[CH:30][CH:29]=[CH:28][CH:27]=2)[CH:22]=1.O(C1C=CC=CC=1)[Na].O.O.O.CC1(C)C2C(=C(P(C3C=CC=CC=3)C3C=CC=CC=3)C=CC=2)OC2C(P(C3C=CC=CC=3)C3C=CC=CC=3)=CC=CC1=2. Product: [NH2:1][C@H:2]1[C:7]([F:9])([F:8])[CH2:6][CH2:5][CH2:4][C@H:3]1[NH:10][C:11]1[CH:12]=[C:13]([NH:20][C:21]2[O:25][N:24]=[C:23]([C:26]3[CH:31]=[CH:30][CH:29]=[CH:28][CH:27]=3)[CH:22]=2)[C:14]([C:17]#[N:18])=[N:15][CH:16]=1. The catalyst class is: 62.